Dataset: Peptide-MHC class II binding affinity with 134,281 pairs from IEDB. Task: Regression. Given a peptide amino acid sequence and an MHC pseudo amino acid sequence, predict their binding affinity value. This is MHC class II binding data. (1) The peptide sequence is RFTISRDNAKNSLYL. The MHC is DRB1_0401 with pseudo-sequence DRB1_0401. The binding affinity (normalized) is 0.600. (2) The binding affinity (normalized) is 0.717. The MHC is DRB4_0101 with pseudo-sequence DRB4_0103. The peptide sequence is GELQIVDKIDAWFKI. (3) The binding affinity (normalized) is 0.714. The MHC is HLA-DPA10201-DPB11401 with pseudo-sequence HLA-DPA10201-DPB11401. The peptide sequence is FKVAATAANAAPAND. (4) The peptide sequence is ENEGDNACKRTYSDR. The MHC is DRB1_1101 with pseudo-sequence DRB1_1101. The binding affinity (normalized) is 0.